The task is: Regression. Given a peptide amino acid sequence and an MHC pseudo amino acid sequence, predict their binding affinity value. This is MHC class I binding data.. This data is from Peptide-MHC class I binding affinity with 185,985 pairs from IEDB/IMGT. (1) The peptide sequence is AIDRQVSVK. The MHC is HLA-A33:01 with pseudo-sequence HLA-A33:01. The binding affinity (normalized) is 0. (2) The peptide sequence is ALLIGVGNLI. The MHC is HLA-A02:01 with pseudo-sequence HLA-A02:01. The binding affinity (normalized) is 0.497. (3) The peptide sequence is ISLTVWIPM. The binding affinity (normalized) is 0.0214. The MHC is H-2-Db with pseudo-sequence H-2-Db. (4) The peptide sequence is MYRPDAIQL. The MHC is H-2-Kd with pseudo-sequence H-2-Kd. The binding affinity (normalized) is 0.149. (5) The peptide sequence is TIKRRIRQL. The MHC is BoLA-HD6 with pseudo-sequence BoLA-HD6. The binding affinity (normalized) is 0.701.